From a dataset of Experimentally validated miRNA-target interactions with 360,000+ pairs, plus equal number of negative samples. Binary Classification. Given a miRNA mature sequence and a target amino acid sequence, predict their likelihood of interaction. (1) The miRNA is rno-miR-125a-3p with sequence ACAGGUGAGGUUCUUGGGAGCC. The protein sequence of the target gene is MDQQAIYAELNLPTDSGPESSSPSSLPRDVCQGSPWHQFALKLSCAGIILLVLVVTGLSVSVTSLIQKSSIEKCSVDIQQSRNKTTERPGLLNCPIYWQQLREKCLLFSHTVNPWNNSLADCSTKESSLLLIRDKDELIHTQNLIRDKAILFWIGLNFSLSEKNWKWINGSFLNSNDLEIRGDAKENSCISISQTSVYSEYCSTEIRWICQKELTPVRNKVYPDS. Result: 0 (no interaction). (2) The miRNA is mmu-miR-185-5p with sequence UGGAGAGAAAGGCAGUUCCUGA. The protein sequence of the target gene is MAVRRLGAALLLLPLLAAVEETLMDSTTATAELGWMVHPPSGWEEVSGYDENMNTIRTYQVCNVFESSQNNWLRTKFIRRRGAHRIHVEMKFSVRDCSSIPSVPGSCKETFNLYYYEADFDLATKTFPNWMENPWVKVDTIAADESFSQVDLGGRVMKINTEVRSFGPVSRNGFYLAFQDYGGCMSLIAVRVFYRKCPRIIQNGAIFQETLSGAESTSLVAARGSCIANAEEVDVPIKLYCNGDGEWLVPIGRCMCKAGFEAVENGTVCRGCPSGTFKANQGDEACTHCPINSRTTSEGA.... Result: 1 (interaction). (3) The miRNA is hsa-miR-3115 with sequence AUAUGGGUUUACUAGUUGGU. The protein sequence of the target gene is MAAAAAAAAAAGAAGGRGSGPGRRRHLVPGAGGEAGEGAPGGAGDYGNGLESEELEPEELLLEPEPEPEPEEEPPRPRAPPGAPGPGPGSGAPGSQEEEEEPGLVEGDPGDGAIEDPELEAIKARVREMEEEAEKLKELQNEVEKQMNMSPPPGNAGPVIMSIEEKMEADARSIYVGNVDYGATAEELEAHFHGCGSVNRVTILCDKFSGHPKGFAYIEFSDKESVRTSLALDESLFRGRQIKVIPKRTNRPGISTTDRGFPRARYRARTTNYNSSRSRFYSGFNSRPRGRVYRGRARAT.... Result: 1 (interaction). (4) The miRNA is osa-miR160a-5p with sequence UGCCUGGCUCCCUGUAUGCCA. The protein sequence of the target gene is MGFHLITQLKGMSVVLVLLPTLLLVMLTGAQRACPKNCRCDGKIVYCESHAFADIPENISGGSQGLSLRFNSIQKLKSNQFAGLNQLIWLYLDHNYISSVDEDAFQGIRRLKELILSSNKITYLHNKTFHPVPNLRNLDLSYNKLQTLQSEQFKGLRKLIILHLRSNSLKTVPIRVFQDCRNLDFLDLGYNRLRSLSRNAFAGLLKLKELHLEHNQFSKINFAHFPRLFNLRSIYLQWNRIRSISQGLTWTWSSLHNLDLSGNDIQGIEPGTFKCLPNLQKLNLDSNKLTNISQETVNAW.... Result: 0 (no interaction). (5) The miRNA is hsa-miR-6818-3p with sequence UUGUCUCUUGUUCCUCACACAG. Result: 0 (no interaction). The protein sequence of the target gene is MAAPEPLSPAGGAGEEAPEEDEDEAEAEDPERPNAGAGGGRSGGGGSSVSGGGGGGGAGAGGCGGPGGALTRRAVTLRVLLKDALLEPGAGVLSIYYLGKKFLGDLQPDGRIMWQETGQTFNSPSAWATHCKKLVNPAKKSGCGWASVKYKGQKLDKYKATWLRLHQLHTPATAADESPASEGEEEELLMEEEEEDVLAGVSAEDKSRRPLGKSPSEPAHPEATTPGKRVDSKIRVPVRYCMLGSRDLARNPHTLVEVTSFAAINKFQPFNVAVSSNVLFLLDFHSHLTRSEVVGYLGGR....